Dataset: Full USPTO retrosynthesis dataset with 1.9M reactions from patents (1976-2016). Task: Predict the reactants needed to synthesize the given product. Given the product [CH2:5]([N:12]1[CH2:13][CH2:14][C:15]2([CH2:22][C:2](=[O:3])[NH:4][C:19](=[O:20])[CH2:18]2)[CH2:16][CH2:17]1)[C:6]1[CH:11]=[CH:10][CH:9]=[CH:8][CH:7]=1, predict the reactants needed to synthesize it. The reactants are: N[C:2]([NH2:4])=[O:3].[CH2:5]([N:12]1[CH2:17][CH2:16][C:15]([CH2:22]C(O)=O)([CH2:18][C:19](O)=[O:20])[CH2:14][CH2:13]1)[C:6]1[CH:11]=[CH:10][CH:9]=[CH:8][CH:7]=1.